This data is from Full USPTO retrosynthesis dataset with 1.9M reactions from patents (1976-2016). The task is: Predict the reactants needed to synthesize the given product. Given the product [OH:5][C:4]1([C:12]2[CH:17]=[CH:16][CH:15]=[CH:14][CH:13]=2)[C:6]2[C:11](=[CH:10][CH:9]=[CH:8][CH:7]=2)[NH:1][C:2]1=[O:3], predict the reactants needed to synthesize it. The reactants are: [NH:1]1[C:11]2[C:6](=[CH:7][CH:8]=[CH:9][CH:10]=2)[C:4](=[O:5])[C:2]1=[O:3].[C:12]1([Mg]Br)[CH:17]=[CH:16][CH:15]=[CH:14][CH:13]=1.C(OCC)C.